Task: Predict the product of the given reaction.. Dataset: Forward reaction prediction with 1.9M reactions from USPTO patents (1976-2016) (1) Given the reactants [N+:1]([C:4]1[CH:5]=[C:6]([CH:49]=[C:50]([N+:52]([O-:54])=[O:53])[CH:51]=1)[C:7]([O:9][CH2:10][CH2:11][CH2:12][CH2:13][CH2:14][CH2:15][O:16][C:17](=[O:48])[C:18]1[CH:23]=[C:22]([O:24][C:25]([C:27]2([CH3:35])[CH2:32][O:31]C(C)(C)[O:29][CH2:28]2)=[O:26])[CH:21]=[C:20]([O:36][C:37]([C:39]2([CH3:47])[CH2:44][O:43]C(C)(C)[O:41][CH2:40]2)=[O:38])[CH:19]=1)=[O:8])([O-:3])=[O:2], predict the reaction product. The product is: [OH:31][CH2:32][C:27]([CH2:28][OH:29])([CH3:35])[C:25]([O:24][C:22]1[CH:23]=[C:18]([CH:19]=[C:20]([O:36][C:37](=[O:38])[C:39]([CH2:40][OH:41])([CH2:44][OH:43])[CH3:47])[CH:21]=1)[C:17]([O:16][CH2:15][CH2:14][CH2:13][CH2:12][CH2:11][CH2:10][O:9][C:7](=[O:8])[C:6]1[CH:49]=[C:50]([N+:52]([O-:54])=[O:53])[CH:51]=[C:4]([N+:1]([O-:3])=[O:2])[CH:5]=1)=[O:48])=[O:26]. (2) Given the reactants C1C=CC(C2C=CC=CC=2)=CC=1.C1C=C[C:16]([O:19]C2C=CC=CC=2)=CC=1.[F:26][C:27]1[C:28](OC)=[C:29]2[C:34](=[CH:35][CH:36]=1)[NH:33][CH:32]=[CH:31][C:30]2=[O:37], predict the reaction product. The product is: [F:26][C:27]1[CH:28]=[C:29]2[C:34](=[CH:35][C:36]=1[O:19][CH3:16])[NH:33][CH:32]=[CH:31][C:30]2=[O:37]. (3) The product is: [Br:1][C:2]1[CH:3]=[CH:4][C:5]2[NH:9][C:8]([C@H:12]([NH:11][C:10]([NH:47][C@H:48]3[CH2:53][CH2:52][C@H:51]([OH:54])[CH2:50][CH2:49]3)=[O:22])[CH2:13][C:14]3[CH:15]=[CH:16][C:17]([O:20][CH3:21])=[CH:18][CH:19]=3)=[N:7][C:6]=2[CH:23]=1. Given the reactants [Br:1][C:2]1[CH:3]=[CH:4][C:5]2[N:9]3[C:10](=[O:22])[NH:11][C@H:12]([CH2:13][C:14]4[CH:19]=[CH:18][C:17]([O:20][CH3:21])=[CH:16][CH:15]=4)[C:8]3=[N:7][C:6]=2[CH:23]=1.BrC1C=CC2N=C3[C@@H](CC4C=CC(OC)=CC=4)NC(=O)N3C=2C=1.[NH2:47][C@H:48]1[CH2:53][CH2:52][C@H:51]([OH:54])[CH2:50][CH2:49]1.C(O)(C(F)(F)F)=O, predict the reaction product. (4) Given the reactants [OH:1][CH2:2][C:3](=O)[CH2:4][C:5]1[C:10]([Cl:11])=[CH:9][C:8]([Cl:12])=[CH:7][C:6]=1[Cl:13].N1C=CC=CC=1.Cl.[CH3:22][O:23][NH2:24], predict the reaction product. The product is: [CH3:22][O:23][N:24]=[C:3]([CH2:4][C:5]1[C:10]([Cl:11])=[CH:9][C:8]([Cl:12])=[CH:7][C:6]=1[Cl:13])[CH2:2][OH:1]. (5) Given the reactants Cl[C:2]1[N:7]=[CH:6][C:5]([C:8]2[NH:12][C:11]([C@@H:13]3[CH2:25][N:23]4[C:24]5[CH:16]([C@@H:17]([NH:26][C:27](=[O:30])[O:28][CH3:29])[CH2:18][CH2:19][C:20]=5[CH:21]=[CH:22]4)[C:15](=[O:31])[CH2:14]3)=[N:10][CH:9]=2)=[CH:4][N:3]=1.F[C:33]1(F)[CH2:37][N:36]([C:38](=[O:48])[C@@H:39]([NH:43][C:44](=[O:47])[O:45][CH3:46])[CH:40]([CH3:42])[CH3:41])[C@H:35]([C:49]2[NH:50][C:51]([C:54]3[CH:59]=[CH:58][C:57](B4OC(C)(C)C(C)(C)O4)=[CH:56][CH:55]=3)=[CH:52][N:53]=2)[CH2:34]1.C(=O)(O)[O-].[Na+].C1(C)C=CC=CC=1, predict the reaction product. The product is: [CH3:29][O:28][C:27](=[O:30])[NH:26][C@@H:17]1[CH:16]2[C:15](=[O:31])[CH2:14][C@H:13]([C:11]3[NH:12][C:8]([C:5]4[CH:4]=[N:3][C:2]([C:57]5[CH:58]=[CH:59][C:54]([C:51]6[NH:50][C:49]([C@@H:35]7[CH2:34][CH2:33][CH2:37][N:36]7[C:38](=[O:48])[C@@H:39]([NH:43][C:44]([O:45][CH3:46])=[O:47])[CH:40]([CH3:42])[CH3:41])=[N:53][CH:52]=6)=[CH:55][CH:56]=5)=[N:7][CH:6]=4)=[CH:9][N:10]=3)[CH2:25][N:23]3[C:24]2=[C:20]([CH:21]=[CH:22]3)[CH2:19][CH2:18]1.